This data is from Peptide-MHC class II binding affinity with 134,281 pairs from IEDB. The task is: Regression. Given a peptide amino acid sequence and an MHC pseudo amino acid sequence, predict their binding affinity value. This is MHC class II binding data. (1) The peptide sequence is DYINTSLTSINVQASALF. The MHC is DRB5_0101 with pseudo-sequence DRB5_0101. The binding affinity (normalized) is 0.180. (2) The peptide sequence is DGELTYENVQVSPVPGGPP. The MHC is H-2-IAb with pseudo-sequence H-2-IAb. The binding affinity (normalized) is 0. (3) The peptide sequence is IPVFLQEALNIALVA. The MHC is DRB1_0802 with pseudo-sequence DRB1_0802. The binding affinity (normalized) is 0.0476. (4) The peptide sequence is TRKIMKVVNRWLFRH. The MHC is DRB1_0301 with pseudo-sequence DRB1_0301. The binding affinity (normalized) is 0.770. (5) The peptide sequence is GKTKEGVLYVGSKTK. The MHC is DRB1_1302 with pseudo-sequence DRB1_1302. The binding affinity (normalized) is 0.